Dataset: Catalyst prediction with 721,799 reactions and 888 catalyst types from USPTO. Task: Predict which catalyst facilitates the given reaction. (1) Reactant: [N:1]1[CH:6]=[CH:5][CH:4]=[CH:3][C:2]=1[CH:7]=[O:8].[C:9]1([Mg]Br)[CH:14]=[CH:13][CH:12]=[CH:11][CH:10]=1. Product: [C:9]1([CH:7]([C:2]2[CH:3]=[CH:4][CH:5]=[CH:6][N:1]=2)[OH:8])[CH:14]=[CH:13][CH:12]=[CH:11][CH:10]=1. The catalyst class is: 56. (2) Reactant: [NH2:1][C:2]1[CH:3]=[CH:4][CH:5]=[C:6]2[C:11]=1[CH2:10][CH:9]([OH:12])[CH2:8][CH2:7]2.[Br:13][C:14]1[CH:15]=[C:16]([CH2:20][C:21](O)=[O:22])[CH:17]=[CH:18][CH:19]=1.C(N(CC)CC)C.ON1C2C=CC=CC=2N=N1.Cl.C(N=C=NCCCN(C)C)C. Product: [Br:13][C:14]1[CH:15]=[C:16]([CH2:20][C:21]([NH:1][C:2]2[C:11]3[CH2:10][CH:9]([OH:12])[CH2:8][CH2:7][C:6]=3[CH:5]=[CH:4][CH:3]=2)=[O:22])[CH:17]=[CH:18][CH:19]=1. The catalyst class is: 18. (3) Reactant: [F:1][C:2]1[CH:7]=[CH:6][C:5]([S:8][C:9]2[CH:15]=[CH:14][CH:13]=[CH:12][C:10]=2[NH2:11])=[CH:4][CH:3]=1.[N:16]([O-])=O.[Na+].[Cl:20][Sn]Cl.[OH-].[Na+]. The catalyst class is: 33. Product: [ClH:20].[F:1][C:2]1[CH:3]=[CH:4][C:5]([S:8][C:9]2[CH:15]=[CH:14][CH:13]=[CH:12][C:10]=2[NH:11][NH2:16])=[CH:6][CH:7]=1. (4) Reactant: Br[C:2]1[N:3]=[C:4]2[C:10]([C:11](=[O:16])[C:12]([CH3:15])([CH3:14])[CH3:13])=[CH:9][NH:8][C:5]2=[N:6][CH:7]=1.[CH:17]([O:20][C:21]1[CH:22]=[C:23](B(O)O)[CH:24]=[CH:25][CH:26]=1)([CH3:19])[CH3:18]. Product: [CH:17]([O:20][C:21]1[CH:26]=[C:25]([C:2]2[N:3]=[C:4]3[C:10]([C:11](=[O:16])[C:12]([CH3:15])([CH3:14])[CH3:13])=[CH:9][NH:8][C:5]3=[N:6][CH:7]=2)[CH:24]=[CH:23][CH:22]=1)([CH3:19])[CH3:18]. The catalyst class is: 25. (5) Reactant: CC(C)([O-])C.[K+].C(O)(C)(C)C.[CH2:12]([O:14][C:15](=[O:21])[CH2:16][C:17](=[O:20])[CH2:18][CH3:19])[CH3:13].Cl[CH2:23][C:24]1[CH:29]=[CH:28][C:27]([O:30][CH3:31])=[CH:26][CH:25]=1. Product: [CH2:12]([O:14][C:15](=[O:21])[CH:16]([CH2:23][C:24]1[CH:29]=[CH:28][C:27]([O:30][CH3:31])=[CH:26][CH:25]=1)[C:17](=[O:20])[CH2:18][CH3:19])[CH3:13]. The catalyst class is: 627.